From a dataset of Reaction yield outcomes from USPTO patents with 853,638 reactions. Predict the reaction yield, written as a fraction of the theoretical maximum amount of product (1.0 means a 100% yield; for example, 0.34 means a 34% yield). (1) The reactants are [CH2:1]([O:8][C:9]1[CH:10]=[C:11]2[C:16](=[CH:17][C:18]=1[O:19][CH3:20])[CH2:15][N:14](C(=O)C)[CH:13]([CH3:24])[CH2:12]2)[C:2]1[CH:7]=[CH:6][CH:5]=[CH:4][CH:3]=1.[OH-].[Na+]. The catalyst is CCO. The product is [CH2:1]([O:8][C:9]1[CH:10]=[C:11]2[C:16](=[CH:17][C:18]=1[O:19][CH3:20])[CH2:15][NH:14][CH:13]([CH3:24])[CH2:12]2)[C:2]1[CH:7]=[CH:6][CH:5]=[CH:4][CH:3]=1. The yield is 0.470. (2) The reactants are [Br:1][C:2]1[CH:3]=[C:4]2[C:10]([C:11](N(OC)C)=[O:12])=[N:9][N:8]([CH:17]3[CH2:22][CH2:21][CH2:20][CH2:19][O:18]3)[C:5]2=[N:6][CH:7]=1.[H-].[Al+3].[Li+].[H-].[H-].[H-]. The catalyst is C1COCC1. The product is [Br:1][C:2]1[CH:3]=[C:4]2[C:10]([CH:11]=[O:12])=[N:9][N:8]([CH:17]3[CH2:22][CH2:21][CH2:20][CH2:19][O:18]3)[C:5]2=[N:6][CH:7]=1. The yield is 0.910. (3) The reactants are [CH3:1][C:2]1[NH:6][C:5]([C:7]([O:9][CH2:10][CH3:11])=[O:8])=[C:4]([C:12]2[CH:17]=[CH:16][CH:15]=[CH:14][CH:13]=2)[C:3]=1[C:18]([O:20][CH2:21][CH3:22])=[O:19].[H-].[Na+].[CH3:25]I. The catalyst is O1CCCC1. The product is [CH3:25][N:6]1[C:2]([CH3:1])=[C:3]([C:18]([O:20][CH2:21][CH3:22])=[O:19])[C:4]([C:12]2[CH:17]=[CH:16][CH:15]=[CH:14][CH:13]=2)=[C:5]1[C:7]([O:9][CH2:10][CH3:11])=[O:8]. The yield is 0.900. (4) The reactants are Br[C:2]1[CH:3]=[CH:4][C:5]([N+:8]([O-:10])=[O:9])=[N:6][CH:7]=1.[CH3:11][O:12][C:13]([O:17][Si](C)(C)C)=[C:14]([CH3:16])[CH3:15]. The catalyst is C1C=CC(/C=C/C(/C=C/C2C=CC=CC=2)=O)=CC=1.C1C=CC(/C=C/C(/C=C/C2C=CC=CC=2)=O)=CC=1.[Pd].[F-].[Zn+2].[F-]. The product is [CH3:11][O:12][C:13](=[O:17])[C:14]([CH3:16])([C:2]1[CH:7]=[N:6][C:5]([N+:8]([O-:10])=[O:9])=[CH:4][CH:3]=1)[CH3:15]. The yield is 0.240. (5) The reactants are [C:1]([O:9][CH2:10][CH3:11])(=[O:8])[CH2:2][C:3]([O:5][CH2:6][CH3:7])=[O:4].[H-].[Na+].Cl[CH2:15][C:16]1[N:17]=[C:18]([C:22]2[CH:27]=[CH:26][CH:25]=[CH:24][CH:23]=2)[O:19][C:20]=1[CH3:21]. The catalyst is C1COCC1. The product is [CH3:21][C:20]1[O:19][C:18]([C:22]2[CH:23]=[CH:24][CH:25]=[CH:26][CH:27]=2)=[N:17][C:16]=1[CH2:15][CH:2]([C:3]([O:5][CH2:6][CH3:7])=[O:4])[C:1]([O:9][CH2:10][CH3:11])=[O:8]. The yield is 0.580.